Dataset: Catalyst prediction with 721,799 reactions and 888 catalyst types from USPTO. Task: Predict which catalyst facilitates the given reaction. (1) Product: [C:31]1([CH2:37][C:38]([NH:23][CH2:22][C:16]2([C:13]3[CH:14]=[CH:15][C:10]([O:9][CH2:8][CH2:7][CH2:6][N:1]4[CH2:5][CH2:4][CH2:3][CH2:2]4)=[CH:11][CH:12]=3)[CH2:17][CH2:18][O:19][CH2:20][CH2:21]2)=[O:39])[CH:36]=[CH:35][CH:34]=[CH:33][CH:32]=1. Reactant: [N:1]1([CH2:6][CH2:7][CH2:8][O:9][C:10]2[CH:15]=[CH:14][C:13]([C:16]3([CH2:22][NH2:23])[CH2:21][CH2:20][O:19][CH2:18][CH2:17]3)=[CH:12][CH:11]=2)[CH2:5][CH2:4][CH2:3][CH2:2]1.C(N(CC)CC)C.[C:31]1([CH2:37][C:38](Cl)=[O:39])[CH:36]=[CH:35][CH:34]=[CH:33][CH:32]=1. The catalyst class is: 4. (2) Reactant: [CH3:1][C:2]1([C:8]2[S:9][CH:10]=[C:11]([C:13](OCC)=[O:14])[N:12]=2)[CH2:7][CH2:6][O:5][CH2:4][CH2:3]1.[Li+].[BH4-].CO. Product: [CH3:1][C:2]1([C:8]2[S:9][CH:10]=[C:11]([CH2:13][OH:14])[N:12]=2)[CH2:7][CH2:6][O:5][CH2:4][CH2:3]1. The catalyst class is: 1. (3) Reactant: [Br:1][C:2]1[C:11]2[C:10]([CH3:13])([CH3:12])[CH2:9][CH2:8][CH2:7][C:6]=2[CH:5]=[C:4]([C:14](=[O:16])[CH3:15])[C:3]=1[O:17][CH3:18].[BH4-].[Na+]. Product: [Br:1][C:2]1[C:11]2[C:10]([CH3:13])([CH3:12])[CH2:9][CH2:8][CH2:7][C:6]=2[CH:5]=[C:4]([CH:14]([OH:16])[CH3:15])[C:3]=1[O:17][CH3:18]. The catalyst class is: 8.